From a dataset of Reaction yield outcomes from USPTO patents with 853,638 reactions. Predict the reaction yield, written as a fraction of the theoretical maximum amount of product (1.0 means a 100% yield; for example, 0.34 means a 34% yield). The product is [CH3:1][O:2][C:3]1[CH:4]=[CH:5][C:6]([CH:9]([CH3:10])[C:14]([OH:16])=[O:15])=[CH:7][CH:8]=1. The yield is 0.630. The reactants are [CH3:1][O:2][C:3]1[CH:8]=[CH:7][C:6]([C:9](=O)[CH2:10]C)=[CH:5][CH:4]=1.C[C:14]([O-:16])=[O:15].CC([O-])=O.CC([O-])=O.CC([O-])=O.[Pb+2].C(OC(OCC)OCC)C.Cl(O)(=O)(=O)=O. The catalyst is [OH-].[K+].O.CO.